Dataset: NCI-60 drug combinations with 297,098 pairs across 59 cell lines. Task: Regression. Given two drug SMILES strings and cell line genomic features, predict the synergy score measuring deviation from expected non-interaction effect. Drug 1: CC1=CC=C(C=C1)C2=CC(=NN2C3=CC=C(C=C3)S(=O)(=O)N)C(F)(F)F. Drug 2: CC(C)NC(=O)C1=CC=C(C=C1)CNNC.Cl. Cell line: U251. Synergy scores: CSS=0.00900, Synergy_ZIP=2.20, Synergy_Bliss=2.25, Synergy_Loewe=-0.104, Synergy_HSA=-1.81.